This data is from Full USPTO retrosynthesis dataset with 1.9M reactions from patents (1976-2016). The task is: Predict the reactants needed to synthesize the given product. (1) Given the product [Cl:1][C:2]1[CH:3]=[C:4]([NH:9][C:10]2[C:19]3[C:14](=[CH:15][CH:16]=[CH:17][C:18]=3[O:20][C@H:21]([CH3:28])[CH2:22][N:23]([CH3:27])[C:24](=[O:26])[CH3:25])[N:13]=[CH:12][N:11]=2)[CH:5]=[CH:6][C:7]=1[O:8][CH2:33][C:32]1[CH:35]=[CH:36][CH:37]=[C:30]([F:29])[CH:31]=1, predict the reactants needed to synthesize it. The reactants are: [Cl:1][C:2]1[CH:3]=[C:4]([NH:9][C:10]2[C:19]3[C:14](=[CH:15][CH:16]=[CH:17][C:18]=3[O:20][C@H:21]([CH3:28])[CH2:22][N:23]([CH3:27])[C:24](=[O:26])[CH3:25])[N:13]=[CH:12][N:11]=2)[CH:5]=[CH:6][C:7]=1[OH:8].[F:29][C:30]1[CH:31]=[C:32]([CH:35]=[CH:36][CH:37]=1)[CH2:33]Cl. (2) Given the product [N:1]1[CH:6]=[CH:5][CH:4]=[CH:3][C:2]=1[C:7]1[C:11]([CH2:12][OH:13])=[CH:10][O:9][N:8]=1, predict the reactants needed to synthesize it. The reactants are: [N:1]1[CH:6]=[CH:5][CH:4]=[CH:3][C:2]=1[C:7]1[C:11]([C:12](O)=[O:13])=[CH:10][O:9][N:8]=1.FC1C=CC(C2C(C(O)=O)=CON=2)=CC=1. (3) Given the product [CH3:14][C:13]1[NH:12][C:11]([CH2:15][CH2:16][CH3:17])=[CH:10][C:9]=1[C:6]1[CH:7]=[CH:8][C:3]([C:1]#[N:2])=[CH:4][CH:5]=1, predict the reactants needed to synthesize it. The reactants are: [C:1]([C:3]1[CH:8]=[CH:7][C:6]([C:9]2[C:10](C(O)=O)=[C:11]([CH2:15][CH2:16][CH3:17])[NH:12][C:13]=2[CH3:14])=[CH:5][CH:4]=1)#[N:2].FC(F)(F)C(O)=O. (4) Given the product [CH:1]1([NH:7][C:28]([C:17]2[N:18]([CH3:27])[C:19]([C:20]3[CH:25]=[CH:24][C:23]([Cl:26])=[CH:22][CH:21]=3)=[C:15]([C:12]3[CH:11]=[CH:10][C:9]([Cl:8])=[CH:14][CH:13]=3)[N:16]=2)=[O:29])[CH2:6][CH2:5][CH2:4][CH2:3][CH2:2]1, predict the reactants needed to synthesize it. The reactants are: [CH:1]1([NH2:7])[CH2:6][CH2:5][CH2:4][CH2:3][CH2:2]1.[Cl:8][C:9]1[CH:14]=[CH:13][C:12]([C:15]2[N:16]=[C:17]([C:28](O)=[O:29])[N:18]([CH3:27])[C:19]=2[C:20]2[CH:25]=[CH:24][C:23]([Cl:26])=[CH:22][CH:21]=2)=[CH:11][CH:10]=1. (5) Given the product [F:32][C:29]([F:31])([F:30])[C:27]1[CH:26]=[C:5]([CH:4]=[C:3]([C:2]([F:1])([F:33])[F:34])[CH:28]=1)[C:6]([N:8]1[CH2:9][CH2:10][C:11]2([N:15]([C:16]3[CH:21]=[CH:20][CH:19]=[CH:18][C:17]=3[Cl:22])[CH2:14][N:13]([C:36]3[C:41]([Cl:42])=[CH:40][C:39]([Cl:43])=[CH:38][N:37]=3)[C:12]2=[O:23])[CH2:24][CH2:25]1)=[O:7], predict the reactants needed to synthesize it. The reactants are: [F:1][C:2]([F:34])([F:33])[C:3]1[CH:4]=[C:5]([CH:26]=[C:27]([C:29]([F:32])([F:31])[F:30])[CH:28]=1)[C:6]([N:8]1[CH2:25][CH2:24][C:11]2([N:15]([C:16]3[CH:21]=[CH:20][CH:19]=[CH:18][C:17]=3[Cl:22])[CH2:14][NH:13][C:12]2=[O:23])[CH2:10][CH2:9]1)=[O:7].Cl[C:36]1[C:41]([Cl:42])=[CH:40][C:39]([Cl:43])=[CH:38][N:37]=1. (6) Given the product [CH:14]([C:13]1[CH:16]=[CH:17][C:10]([O:9][C:6]2[CH:5]=[CH:4][C:3]([C:2]([F:19])([F:18])[F:1])=[N:8][CH:7]=2)=[CH:11][CH:12]=1)=[CH2:22], predict the reactants needed to synthesize it. The reactants are: [F:1][C:2]([F:19])([F:18])[C:3]1[N:8]=[CH:7][C:6]([O:9][C:10]2[CH:17]=[CH:16][C:13]([CH:14]=O)=[CH:12][CH:11]=2)=[CH:5][CH:4]=1.[H-].[Na+].[CH2:22]1COCC1. (7) Given the product [Cl:5][C:6]1[CH:14]=[C:13]([Cl:15])[C:12]([NH2:16])=[CH:11][C:7]=1[C:8]([OH:10])=[O:9], predict the reactants needed to synthesize it. The reactants are: O.[Sn](Cl)Cl.[Cl:5][C:6]1[CH:14]=[C:13]([Cl:15])[C:12]([N+:16]([O-])=O)=[CH:11][C:7]=1[C:8]([OH:10])=[O:9].C([O-])(O)=O.[Na+].CC(O)=O. (8) Given the product [Br:20][C:3]1[C:2]([CH3:1])=[C:10]([CH2:13][N:14]2[CH2:19][CH2:18][O:17][CH2:16][CH2:15]2)[N:9]2[C:4]=1[C:5]([NH2:11])=[N:6][CH:7]=[N:8]2, predict the reactants needed to synthesize it. The reactants are: [CH3:1][C:2]1[CH:3]=[C:4]2[N:9]([CH:10]=1)[N:8]=[CH:7][N:6]=[C:5]2[NH2:11].[Cl-].[CH2:13]=[N+:14]1[CH2:19][CH2:18][O:17][CH2:16][CH2:15]1.[Br:20]N1C(C)(C)C(=O)N(Br)C1=O.